From a dataset of Retrosynthesis with 50K atom-mapped reactions and 10 reaction types from USPTO. Predict the reactants needed to synthesize the given product. (1) Given the product CCCCCCCCOc1ccc(-c2ccc(OC(=O)CCCCCCC)c(F)n2)cc1, predict the reactants needed to synthesize it. The reactants are: CCCCCCCC(=O)Cl.CCCCCCCCOc1ccc(-c2ccc(O)c(F)n2)cc1. (2) The reactants are: CCOC(=O)Cc1ccc(OCCCCl)c(OC)c1.OC(c1ccc(F)cc1)(c1ccc(F)cc1)C1CCNCC1. Given the product CCOC(=O)Cc1ccc(OCCCN2CCC(C(O)(c3ccc(F)cc3)c3ccc(F)cc3)CC2)c(OC)c1, predict the reactants needed to synthesize it. (3) Given the product CC(=O)c1cc(Br)cs1, predict the reactants needed to synthesize it. The reactants are: CC(O)c1cc(Br)cs1. (4) The reactants are: CCC(CC)c1nnc(SC)n(N)c1=O.CI. Given the product CCC(CC)c1nnc(SC)n(NC)c1=O, predict the reactants needed to synthesize it. (5) Given the product Cc1cccc(NC(=O)NCC(=O)N(CC(=O)OC(C)(C)C)c2cccc(Cl)c2Cl)c1, predict the reactants needed to synthesize it. The reactants are: CC(C)(C)OC(=O)CNc1cccc(Cl)c1Cl.Cc1cccc(NC(=O)NCC(=O)O)c1. (6) Given the product CC(C)(C)OC(=O)NCC(=O)CCC(=O)OCCCC(=O)OCc1ccccc1, predict the reactants needed to synthesize it. The reactants are: CC(C)(C)OC(=O)NCC(=O)CCC(=O)[O-].O=C(CCCBr)OCc1ccccc1.